Regression. Given a peptide amino acid sequence and an MHC pseudo amino acid sequence, predict their binding affinity value. This is MHC class I binding data. From a dataset of Peptide-MHC class I binding affinity with 185,985 pairs from IEDB/IMGT. (1) The peptide sequence is RSHIRKPPS. The MHC is HLA-B15:01 with pseudo-sequence HLA-B15:01. The binding affinity (normalized) is 0.139. (2) The peptide sequence is IKKPDGSEC. The MHC is HLA-A02:01 with pseudo-sequence HLA-A02:01. The binding affinity (normalized) is 0. (3) The peptide sequence is HMYISKKAK. The MHC is HLA-A31:01 with pseudo-sequence HLA-A31:01. The binding affinity (normalized) is 0.763. (4) The peptide sequence is IVLLCYGGW. The MHC is HLA-B35:01 with pseudo-sequence HLA-B35:01. The binding affinity (normalized) is 0.276.